This data is from Full USPTO retrosynthesis dataset with 1.9M reactions from patents (1976-2016). The task is: Predict the reactants needed to synthesize the given product. (1) Given the product [N:23]1[CH:24]=[CH:25][CH:26]=[C:21]([C:6]2[CH:7]=[N:8][CH:9]=[CH:10][CH:11]=2)[C:22]=1[CH:27]=[O:28], predict the reactants needed to synthesize it. The reactants are: C([Sn](CCCC)(CCCC)[C:6]1[CH:7]=[N:8][CH:9]=[CH:10][CH:11]=1)CCC.Br[C:21]1[C:22]([CH:27]=[O:28])=[N:23][CH:24]=[CH:25][CH:26]=1. (2) Given the product [O:20]1[CH:24]=[CH:23][C:22]([C:35]2[CH:36]=[C:37]([CH:59]=[CH:60][CH:61]=2)[CH:38]=[C:39]2[CH2:44][CH2:43][N:42]([CH2:45][CH2:46][O:47][C:48]3[CH:57]=[CH:56][CH:55]=[C:54]4[C:49]=3[CH:50]=[CH:51][C:52]([CH3:58])=[N:53]4)[CH2:41][CH2:40]2)=[CH:21]1, predict the reactants needed to synthesize it. The reactants are: C1(P(C2C=CC=CC=2)C2C=CC=CC=2)C=CC=CC=1.[O:20]1[CH:24]=[CH:23][C:22](B(O)O)=[CH:21]1.C([O-])([O-])=O.[K+].[K+].I[C:35]1[CH:36]=[C:37]([CH:59]=[CH:60][CH:61]=1)[CH:38]=[C:39]1[CH2:44][CH2:43][N:42]([CH2:45][CH2:46][O:47][C:48]2[CH:57]=[CH:56][CH:55]=[C:54]3[C:49]=2[CH:50]=[CH:51][C:52]([CH3:58])=[N:53]3)[CH2:41][CH2:40]1. (3) Given the product [CH2:16]([O:8][C:5]1[CH:6]=[CH:7][C:2]([Br:1])=[CH:3][C:4]=1[CH3:9])[C:17]1[CH:22]=[CH:21][CH:20]=[CH:19][CH:18]=1, predict the reactants needed to synthesize it. The reactants are: [Br:1][C:2]1[CH:7]=[CH:6][C:5]([OH:8])=[C:4]([CH3:9])[CH:3]=1.C([O-])([O-])=O.[K+].[K+].[CH2:16](Br)[C:17]1[CH:22]=[CH:21][CH:20]=[CH:19][CH:18]=1. (4) Given the product [N:42]1([CH2:40][CH2:2][CH2:3][N:19]2[C:18]([O:22][CH3:23])=[N:17][C:16]3[C:20]2=[N:21][C:13]([O:12][CH2:8][CH2:9][CH2:10][CH3:11])=[N:14][C:15]=3[NH2:24])[CH2:43][CH2:46][CH2:45]1, predict the reactants needed to synthesize it. The reactants are: F[C:2](F)(F)[C:3](O)=O.[CH2:8]([O:12][C:13]1[NH:14][C:15]([NH2:24])=[C:16]2[C:20]([N:21]=1)=[N:19][C:18]([O:22][CH3:23])=[N:17]2)[CH2:9][CH2:10][CH3:11].C(=O)([O-])[O-].[K+].[K+].BrCCCBr.N1CCC1.[CH2:40]([N:42]([CH2:45][CH3:46])[CH2:43]C)C.